This data is from Peptide-MHC class I binding affinity with 185,985 pairs from IEDB/IMGT. The task is: Regression. Given a peptide amino acid sequence and an MHC pseudo amino acid sequence, predict their binding affinity value. This is MHC class I binding data. (1) The peptide sequence is NLPSSENYM. The MHC is HLA-A02:01 with pseudo-sequence HLA-A02:01. The binding affinity (normalized) is 0.547. (2) The binding affinity (normalized) is 0.0847. The peptide sequence is ADFKLFFRW. The MHC is HLA-B07:02 with pseudo-sequence HLA-B07:02. (3) The MHC is H-2-Db with pseudo-sequence H-2-Db. The binding affinity (normalized) is 0.0592. The peptide sequence is SAMIHPGRIV. (4) The peptide sequence is VYREGNPFGF. The MHC is H-2-Kd with pseudo-sequence H-2-Kd. The binding affinity (normalized) is 0.149. (5) The binding affinity (normalized) is 0.0847. The MHC is HLA-B15:17 with pseudo-sequence HLA-B15:17. The peptide sequence is NQQVTNSKY. (6) The peptide sequence is FVFSTSFYLI. The MHC is HLA-A02:01 with pseudo-sequence HLA-A02:01. The binding affinity (normalized) is 0.464.